This data is from Forward reaction prediction with 1.9M reactions from USPTO patents (1976-2016). The task is: Predict the product of the given reaction. (1) Given the reactants [CH:1]([O:4][C:5]([N:7]1[CH2:12][CH2:11][CH:10]([O:13][C:14]2[CH:19]=[CH:18][N:17]=[C:16](Cl)[CH:15]=2)[CH2:9][CH2:8]1)=[O:6])([CH3:3])[CH3:2].[F:21][C:22]1[CH:27]=[C:26]([S:28]([CH3:31])(=[O:30])=[O:29])[CH:25]=[CH:24][C:23]=1[NH2:32], predict the reaction product. The product is: [CH:1]([O:4][C:5]([N:7]1[CH2:12][CH2:11][CH:10]([O:13][C:14]2[CH:19]=[CH:18][N:17]=[C:16]([NH:32][C:23]3[CH:24]=[CH:25][C:26]([S:28]([CH3:31])(=[O:30])=[O:29])=[CH:27][C:22]=3[F:21])[CH:15]=2)[CH2:9][CH2:8]1)=[O:6])([CH3:3])[CH3:2]. (2) Given the reactants O[CH:2]=[C:3]1[C:11]2[C:6](=[CH:7][C:8]([C:12]([C:14]3[CH:15]=[C:16]([NH:20][C:21]([C:23]4[N:24]([CH3:29])[N:25]=[C:26]([CH3:28])[CH:27]=4)=[O:22])[CH:17]=[CH:18][CH:19]=3)=[O:13])=[CH:9][CH:10]=2)[NH:5][C:4]1=[O:30].[CH3:31][N:32]1[CH2:37][CH2:36][N:35]([CH2:38][CH2:39][CH2:40][NH:41][C:42]2[CH:47]=[CH:46][C:45]([NH2:48])=[CH:44][CH:43]=2)[CH2:34][CH2:33]1, predict the reaction product. The product is: [CH3:31][N:32]1[CH2:33][CH2:34][N:35]([CH2:38][CH2:39][CH2:40][NH:41][C:42]2[CH:43]=[CH:44][C:45]([NH:48][CH:2]=[C:3]3[C:11]4[C:6](=[CH:7][C:8]([C:12]([C:14]5[CH:15]=[C:16]([NH:20][C:21]([C:23]6[N:24]([CH3:29])[N:25]=[C:26]([CH3:28])[CH:27]=6)=[O:22])[CH:17]=[CH:18][CH:19]=5)=[O:13])=[CH:9][CH:10]=4)[NH:5][C:4]3=[O:30])=[CH:46][CH:47]=2)[CH2:36][CH2:37]1. (3) Given the reactants [CH3:1][C:2]1[CH:3]=[CH:4][C:5]([N+:9]([O-:11])=[O:10])=[C:6]([OH:8])[CH:7]=1.C([O-])([O-])=O.[K+].[K+].[CH2:18](I)[CH3:19], predict the reaction product. The product is: [CH2:18]([O:8][C:6]1[CH:7]=[C:2]([CH3:1])[CH:3]=[CH:4][C:5]=1[N+:9]([O-:11])=[O:10])[CH3:19]. (4) Given the reactants [CH:1]1([CH2:4][NH:5][C:6]([C:8]2[N:9]([CH3:28])[CH:10]=[C:11]([C:13]([C:15]3[C:16](C4C=CC(F)=CC=4)=[N:17][O:18][C:19]=3[CH3:20])=[O:14])[CH:12]=2)=[O:7])C[CH2:2]1.C(NC(C1NC=C(C(C2C([C:48]3[CH:53]=[CH:52][CH:51]=[C:50]([F:54])[CH:49]=3)=NOC=2C)=O)C=1)=O)C#C, predict the reaction product. The product is: [CH2:4]([NH:5][C:6]([C:8]1[N:9]([CH3:28])[CH:10]=[C:11]([C:13]([C:15]2[C:16]([C:48]3[CH:53]=[CH:52][CH:51]=[C:50]([F:54])[CH:49]=3)=[N:17][O:18][C:19]=2[CH3:20])=[O:14])[CH:12]=1)=[O:7])[C:1]#[CH:2].